Dataset: Forward reaction prediction with 1.9M reactions from USPTO patents (1976-2016). Task: Predict the product of the given reaction. (1) Given the reactants [C:1]([O:5][C:6]([C:8]1[C:33]([F:34])=[CH:32][C:11]([O:12][CH2:13][CH:14]2[CH2:20][CH:19]3[N:21]([C:22]([O:24][CH2:25][C:26]4[CH:31]=[CH:30][CH:29]=[CH:28][CH:27]=4)=[O:23])[CH:16]([CH2:17][CH2:18]3)[CH2:15]2)=[C:10](Cl)[CH:9]=1)=[O:7])([CH3:4])([CH3:3])[CH3:2].[CH:36]1(B(O)O)[CH2:38][CH2:37]1.P([O-])([O-])([O-])=O.[K+].[K+].[K+].F[B-](F)(F)F.C1(P(C2CCCCC2)C2CCCCC2)CCCCC1, predict the reaction product. The product is: [C:1]([O:5][C:6]([C:8]1[C:33]([F:34])=[CH:32][C:11]([O:12][CH2:13][CH:14]2[CH2:20][CH:19]3[N:21]([C:22]([O:24][CH2:25][C:26]4[CH:31]=[CH:30][CH:29]=[CH:28][CH:27]=4)=[O:23])[CH:16]([CH2:17][CH2:18]3)[CH2:15]2)=[C:10]([CH:36]2[CH2:38][CH2:37]2)[CH:9]=1)=[O:7])([CH3:4])([CH3:3])[CH3:2]. (2) Given the reactants [NH2:1][C:2]1[CH:7]=[CH:6][C:5]([N:8]([CH2:16][CH2:17][N:18]2[CH:22]=[CH:21][CH:20]=[N:19]2)[C:9](=[O:15])[O:10][C:11]([CH3:14])([CH3:13])[CH3:12])=[CH:4][CH:3]=1.[Cl:23][C:24]1[CH:32]=[CH:31][C:27]([C:28](O)=[O:29])=[C:26]([N:33]([CH3:35])[CH3:34])[CH:25]=1.O.ON1C2C=CC=CC=2N=N1.Cl.CN(C)CCCN=C=NCC, predict the reaction product. The product is: [Cl:23][C:24]1[CH:32]=[CH:31][C:27]([C:28]([NH:1][C:2]2[CH:7]=[CH:6][C:5]([N:8]([CH2:16][CH2:17][N:18]3[CH:22]=[CH:21][CH:20]=[N:19]3)[C:9](=[O:15])[O:10][C:11]([CH3:14])([CH3:12])[CH3:13])=[CH:4][CH:3]=2)=[O:29])=[C:26]([N:33]([CH3:35])[CH3:34])[CH:25]=1. (3) Given the reactants [CH2:1]([C@H:8]1[CH2:12][O:11][C:10](=[O:13])[NH:9]1)[C:2]1[CH:7]=[CH:6][CH:5]=[CH:4][CH:3]=1, predict the reaction product. The product is: [C:12]([N:9]1[C@@H:8]([CH2:1][C:2]2[CH:3]=[CH:4][CH:5]=[CH:6][CH:7]=2)[CH2:12][O:11][C:10]1=[O:13])(=[O:11])/[CH:8]=[CH:1]/[C:2]1[CH:7]=[CH:6][CH:5]=[CH:4][CH:3]=1. (4) Given the reactants OCC[CH:4]([OH:6])[CH3:5].C=O.C(O)[C:10]([NH2:15])(CO)[CH2:11][OH:12].[CH3:17][CH2:18][CH2:19][CH2:20][NH:21][C:22]([O:24][CH2:25][C:26]#[C:27][I:28])=[O:23], predict the reaction product. The product is: [OH:12][CH2:11][CH:10]1[NH:15][CH2:5][CH2:4][O:6]1.[CH2:20]([NH:21][C:22](=[O:23])[O:24][C:25]#[C:26][CH2:27][I:28])[CH2:19][CH2:18][CH3:17]. (5) Given the reactants [Cl:1][C:2]1[CH:7]=[CH:6][C:5]([O:8][CH3:9])=[CH:4][C:3]=1[CH3:10].[Br:11]N1C(=O)CCC1=O.N(C(C)(C)C#N)=NC(C)(C)C#N, predict the reaction product. The product is: [Br:11][CH2:10][C:3]1[CH:4]=[C:5]([O:8][CH3:9])[CH:6]=[CH:7][C:2]=1[Cl:1]. (6) Given the reactants [F:1][C:2]1[CH:10]=[CH:9][CH:8]=[C:7]([I:11])[C:3]=1[C:4]([OH:6])=[O:5].O[Li].O.S(OC)(O[CH3:19])(=O)=O, predict the reaction product. The product is: [CH3:19][O:5][C:4](=[O:6])[C:3]1[C:7]([I:11])=[CH:8][CH:9]=[CH:10][C:2]=1[F:1]. (7) Given the reactants [C:1]([C:3]1[CH:8]=[C:7]([CH3:9])[CH:6]=[CH:5][C:4]=1[C:10]1[CH:15]=[C:14]([OH:16])[CH:13]=[C:12]([C:17]([O:19][CH3:20])=[O:18])[CH:11]=1)#[N:2].C(=O)([O-])[O-].[K+].[K+].CS(C)=O.[CH:31]12[O:36][CH:35]1[CH2:34][N:33]([C:37]([O:39][C:40]([CH3:43])([CH3:42])[CH3:41])=[O:38])[CH2:32]2, predict the reaction product. The product is: [C:1]([C:3]1[CH:8]=[C:7]([CH3:9])[CH:6]=[CH:5][C:4]=1[C:10]1[CH:11]=[C:12]([C:17]([O:19][CH3:20])=[O:18])[CH:13]=[C:14]([O:16][CH:35]2[CH:31]([OH:36])[CH2:32][N:33]([C:37]([O:39][C:40]([CH3:43])([CH3:42])[CH3:41])=[O:38])[CH2:34]2)[CH:15]=1)#[N:2]. (8) Given the reactants [F:1][CH:2]([F:38])[O:3][C:4]1[CH:5]=[C:6]([CH:14]([C:22]2[CH:27]=[CH:26][C:25]([C:28]([OH:37])([C:33]([F:36])([F:35])[F:34])[C:29]([F:32])([F:31])[F:30])=[CH:24][CH:23]=2)[CH2:15][C:16]2[CH:17]=[N:18][CH:19]=[CH:20][CH:21]=2)[CH:7]=[CH:8][C:9]=1[O:10][CH:11]([F:13])[F:12].C1C=C(C([O-])=[O:46])C(C(O[O-])=O)=CC=1.[Mg+2], predict the reaction product. The product is: [F:38][CH:2]([F:1])[O:3][C:4]1[CH:5]=[C:6]([CH:14]([C:22]2[CH:27]=[CH:26][C:25]([C:28]([OH:37])([C:33]([F:36])([F:34])[F:35])[C:29]([F:30])([F:31])[F:32])=[CH:24][CH:23]=2)[CH2:15][C:16]2[CH:17]=[N+:18]([O-:46])[CH:19]=[CH:20][CH:21]=2)[CH:7]=[CH:8][C:9]=1[O:10][CH:11]([F:12])[F:13]. (9) Given the reactants [Br:1][C:2]1[CH:12]=[CH:11][C:5]([O:6][C@@H:7]([CH3:10])[CH2:8][NH2:9])=[CH:4][CH:3]=1.C(N(CC)CC)C.[CH:20]([S:23](Cl)(=[O:25])=[O:24])([CH3:22])[CH3:21], predict the reaction product. The product is: [Br:1][C:2]1[CH:12]=[CH:11][C:5]([O:6][C@@H:7]([CH3:10])[CH2:8][NH:9][S:23]([CH:20]([CH3:22])[CH3:21])(=[O:25])=[O:24])=[CH:4][CH:3]=1. (10) Given the reactants [CH2:1]([NH:5][CH3:6])[CH2:2][CH2:3][CH3:4].[CH:7]([N:10]=[C:11]=[N:12][CH:13]([CH3:15])[CH3:14])([CH3:9])[CH3:8], predict the reaction product. The product is: [CH2:1]([N:5]([CH3:6])[C:11]([NH:12][CH:13]([CH3:15])[CH3:14])=[N:10][CH:7]([CH3:9])[CH3:8])[CH2:2][CH2:3][CH3:4].